This data is from PAMPA (Parallel Artificial Membrane Permeability Assay) permeability data from NCATS. The task is: Regression/Classification. Given a drug SMILES string, predict its absorption, distribution, metabolism, or excretion properties. Task type varies by dataset: regression for continuous measurements (e.g., permeability, clearance, half-life) or binary classification for categorical outcomes (e.g., BBB penetration, CYP inhibition). Dataset: pampa_ncats. (1) The molecule is C1CC2=NC3=CC=CC=C3C(=O)N2C1. The result is 1 (high permeability). (2) The result is 1 (high permeability). The drug is CC1=CC=C(C=C1)C(=O)NC2=C(N=C(N=C2NC3=CC=C(C=C3)C)NC4=CC=C(C=C4)C)C. (3) The molecule is CNC1=C(N=C(O1)C2=CC=CC=C2C3=CC=CC=C3)C#N. The result is 1 (high permeability). (4) The molecule is CCOC1=CC=C(C=C1)NC(=O)CSC2=NC3=CC=CC=C3C4=NC(C(=O)N42)CC(=O)NCC5=CC=CS5. The result is 1 (high permeability).